Dataset: Full USPTO retrosynthesis dataset with 1.9M reactions from patents (1976-2016). Task: Predict the reactants needed to synthesize the given product. (1) Given the product [O:31]=[C:28]1[CH2:29][CH2:30][N:1]([CH2:2][C:3]2([C:9]([O:11][C:12]([CH3:15])([CH3:14])[CH3:13])=[O:10])[CH2:8][CH2:7][O:6][CH2:5][CH2:4]2)[CH2:26][CH2:27]1, predict the reactants needed to synthesize it. The reactants are: [NH2:1][CH2:2][C:3]1([C:9]([O:11][C:12]([CH3:15])([CH3:14])[CH3:13])=[O:10])[CH2:8][CH2:7][O:6][CH2:5][CH2:4]1.C([O-])([O-])=O.[K+].[K+].[I-].C([N+]1(C)[CH2:30][CH2:29][C:28](=[O:31])[CH2:27][CH2:26]1)C. (2) Given the product [Cl:1][C:2]1[CH:7]=[CH:6][C:5]([C:8]2[C:14]3[CH:15]=[C:16]([O:19][CH2:20][C:21]([NH:22][C:23]4[CH:28]=[C:27]([B:47]([OH:49])[OH:48])[CH:26]=[CH:25][CH:24]=4)=[O:29])[CH:17]=[CH:18][C:13]=3[N:12]3[C:30]([CH3:33])=[N:31][N:32]=[C:11]3[C@H:10]([CH2:34][C:35]([NH:37][CH2:38][CH3:39])=[O:36])[N:9]=2)=[CH:4][CH:3]=1, predict the reactants needed to synthesize it. The reactants are: [Cl:1][C:2]1[CH:7]=[CH:6][C:5]([C:8]2[C:14]3[CH:15]=[C:16]([O:19][CH2:20][C:21](=[O:29])[NH:22][C:23]4[CH:28]=[CH:27][CH:26]=[CH:25][CH:24]=4)[CH:17]=[CH:18][C:13]=3[N:12]3[C:30]([CH3:33])=[N:31][N:32]=[C:11]3[C@H:10]([CH2:34][C:35]([NH:37][CH2:38][CH3:39])=[O:36])[N:9]=2)=[CH:4][CH:3]=1.NC1C=C([B:47]([OH:49])[OH:48])C=CC=1. (3) Given the product [Cl:37][C:23]([C:22]1[CH:26]=[CH:27][C:19]([C:16]2[CH:17]=[CH:18][C:12]3[O:11][CH2:10][CH2:9][N:8]([C:6]([O:5][C:2]([CH3:4])([CH3:3])[CH3:1])=[O:7])[CH2:14][C:13]=3[CH:15]=2)=[CH:20][CH:21]=1)=[O:24], predict the reactants needed to synthesize it. The reactants are: [CH3:1][C:2]([O:5][C:6]([N:8]1[CH2:14][C:13]2[CH:15]=[C:16]([C:19]3[CH:27]=[CH:26][C:22]([C:23](O)=[O:24])=[CH:21][CH:20]=3)[CH:17]=[CH:18][C:12]=2[O:11][CH2:10][CH2:9]1)=[O:7])([CH3:4])[CH3:3].N1C=CC=CC=1.C(Cl)(=O)C([Cl:37])=O. (4) Given the product [CH2:7]([O:9][C:10]([C@H:12]1[C@@H:17]([NH:18][CH2:2][CH:3]([CH3:5])[CH3:4])[C@H:16]2[CH2:19][C@@H:13]1[CH2:14][CH2:15]2)=[O:11])[CH3:8], predict the reactants needed to synthesize it. The reactants are: C(=O)[CH2:2][CH:3]([CH3:5])[CH3:4].[CH2:7]([O:9][C:10]([C@H:12]1[C@@H:17]([NH2:18])[C@H:16]2[CH2:19][C@@H:13]1[CH2:14][CH2:15]2)=[O:11])[CH3:8].C([BH3-])#N.[Na+]. (5) Given the product [CH2:11]([O:10][C:8](=[O:9])[CH:7]([C:4]1[CH:3]=[CH:2][C:1]([CH3:13])=[CH:6][CH:5]=1)[CH3:15])[CH3:12], predict the reactants needed to synthesize it. The reactants are: [C:1]1([CH3:13])[CH:6]=[CH:5][C:4]([CH2:7][C:8]([O:10][CH2:11][CH3:12])=[O:9])=[CH:3][CH:2]=1.[Li+].[CH3:15]C([N-]C(C)C)C.CI.O. (6) Given the product [C:27]([CH:29]1[CH2:34][CH2:33][N:32]([S:16]([C:14]2[S:15][C:11]([C:5]3[CH:4]=[C:3]([CH2:1][CH3:2])[C:8](=[O:9])[NH:7][C:6]=3[CH3:10])=[CH:12][CH:13]=2)(=[O:18])=[O:17])[CH2:31][CH2:30]1)(=[O:28])[C:21]1[CH:26]=[CH:25][CH:24]=[CH:23][CH:22]=1, predict the reactants needed to synthesize it. The reactants are: [CH2:1]([C:3]1[C:8](=[O:9])[NH:7][C:6]([CH3:10])=[C:5]([C:11]2[S:15][C:14]([S:16](Cl)(=[O:18])=[O:17])=[CH:13][CH:12]=2)[CH:4]=1)[CH3:2].Cl.[C:21]1([C:27]([CH:29]2[CH2:34][CH2:33][NH:32][CH2:31][CH2:30]2)=[O:28])[CH:26]=[CH:25][CH:24]=[CH:23][CH:22]=1. (7) Given the product [CH2:23]([O:30][C:31](=[O:32])[NH:9][C:8]1[CH:10]=[CH:11][CH:12]=[C:6]([C:2]2[O:1][CH:5]=[N:4][N:3]=2)[CH:7]=1)[C:24]1[CH:29]=[CH:28][CH:27]=[CH:26][CH:25]=1, predict the reactants needed to synthesize it. The reactants are: [O:1]1[CH:5]=[N:4][N:3]=[C:2]1[C:6]1[CH:7]=[C:8]([CH:10]=[CH:11][CH:12]=1)[NH2:9].C(=O)(O)[O-].[Na+].CC(C)=O.O.[CH2:23]([O:30][C:31](Cl)=[O:32])[C:24]1[CH:29]=[CH:28][CH:27]=[CH:26][CH:25]=1. (8) Given the product [CH3:8][C:7]1[N:6]=[CH:5][C:4]([NH:9][C:10](=[O:21])[C:11]2[CH:16]=[CH:15][CH:14]=[C:13]([C:17]([F:20])([F:19])[F:18])[CH:12]=2)=[CH:3][C:2]=1[B:22]1[O:26][C:25]([CH3:28])([CH3:27])[C:24]([CH3:30])([CH3:29])[O:23]1, predict the reactants needed to synthesize it. The reactants are: Br[C:2]1[CH:3]=[C:4]([NH:9][C:10](=[O:21])[C:11]2[CH:16]=[CH:15][CH:14]=[C:13]([C:17]([F:20])([F:19])[F:18])[CH:12]=2)[CH:5]=[N:6][C:7]=1[CH3:8].[B:22]1([B:22]2[O:26][C:25]([CH3:28])([CH3:27])[C:24]([CH3:30])([CH3:29])[O:23]2)[O:26][C:25]([CH3:28])([CH3:27])[C:24]([CH3:30])([CH3:29])[O:23]1.C([O-])(=O)C.[K+].C(Cl)Cl. (9) Given the product [C:1]([C:5]1[CH:6]=[CH:7][C:8]([N:11]2[C@@H:15]([C:16]3[C:44]([F:45])=[CH:43][C:19]4[N:20]=[C:21]([C@@H:23]5[CH2:27][CH2:26][CH2:25][NH:24]5)[NH:22][C:18]=4[CH:17]=3)[CH2:14][CH2:13][C@@H:12]2[C:46]2[C:74]([F:75])=[CH:73][C:49]3[N:50]=[C:51]([C@@H:53]4[CH2:57][CH2:56][CH2:55][NH:54]4)[NH:52][C:48]=3[CH:47]=2)=[CH:9][CH:10]=1)([CH3:4])([CH3:2])[CH3:3], predict the reactants needed to synthesize it. The reactants are: [C:1]([C:5]1[CH:10]=[CH:9][C:8]([N:11]2[C@@H:15]([C:16]3[C:44]([F:45])=[CH:43][C:19]4[N:20](COCC[Si](C)(C)C)[C:21]([C@@H:23]5[CH2:27][CH2:26][CH2:25][N:24]5C(OC(C)(C)C)=O)=[N:22][C:18]=4[CH:17]=3)[CH2:14][CH2:13][C@@H:12]2[C:46]2[C:74]([F:75])=[CH:73][C:49]3[N:50](COCC[Si](C)(C)C)[C:51]([C@H:53]4[CH2:57][CH2:56][CH2:55][N:54]4C(OC(C)(C)C)=O)=[N:52][C:48]=3[CH:47]=2)=[CH:7][CH:6]=1)([CH3:4])([CH3:3])[CH3:2].Cl.O1CCOCC1.